Dataset: Forward reaction prediction with 1.9M reactions from USPTO patents (1976-2016). Task: Predict the product of the given reaction. (1) The product is: [F:15][C:13]1([F:16])[CH2:14][CH:11]([C:3]2[CH:4]=[CH:5][C:6]([CH2:8][O:9][CH3:10])=[CH:7][C:2]=2[C:18]#[N:20])[CH2:12]1. Given the reactants Br[C:2]1[CH:7]=[C:6]([CH2:8][O:9][CH3:10])[CH:5]=[CH:4][C:3]=1[CH:11]1[CH2:14][C:13]([F:16])([F:15])[CH2:12]1.C[C:18]([N:20](C)C)=O, predict the reaction product. (2) Given the reactants Cl[C:2]1[CH:7]=[C:6]([NH:8][C:9]2[CH:14]=[N:13][CH:12]=[CH:11][N:10]=2)[N:5]=[C:4]([NH:15][C@H:16]([C:18]2[CH:23]=[CH:22][C:21]([F:24])=[CH:20][CH:19]=2)[CH3:17])[CH:3]=1.[NH:25]1[CH2:29][CH2:28][C@H:27]([NH:30][C:31](=[O:33])[CH3:32])[CH2:26]1.C1(P(C2CCCCC2)C2C=CC=CC=2C2C(C(C)C)=CC(C(C)C)=CC=2C(C)C)CCCCC1.CC(C)([O-])C.[Na+], predict the reaction product. The product is: [F:24][C:21]1[CH:22]=[CH:23][C:18]([C@@H:16]([NH:15][C:4]2[CH:3]=[C:2]([N:25]3[CH2:29][CH2:28][C@H:27]([NH:30][C:31](=[O:33])[CH3:32])[CH2:26]3)[CH:7]=[C:6]([NH:8][C:9]3[CH:14]=[N:13][CH:12]=[CH:11][N:10]=3)[N:5]=2)[CH3:17])=[CH:19][CH:20]=1. (3) Given the reactants C(N(CC)CC)C.[CH2:8]([C:16]1[CH:21]=[CH:20][C:19]([CH2:22][CH2:23][OH:24])=[CH:18][CH:17]=1)[CH2:9][CH2:10][CH2:11][CH2:12][CH2:13][CH2:14][CH3:15].[CH3:25][S:26](Cl)(=[O:28])=[O:27], predict the reaction product. The product is: [CH2:8]([C:16]1[CH:17]=[CH:18][C:19]([CH2:22][CH2:23][O:24][S:26]([CH3:25])(=[O:28])=[O:27])=[CH:20][CH:21]=1)[CH2:9][CH2:10][CH2:11][CH2:12][CH2:13][CH2:14][CH3:15]. (4) Given the reactants Cl.Cl.[F:3][C:4]([F:22])([F:21])[C:5]([C:8]1[CH:13]=[CH:12][C:11]([N:14]2[CH2:19][CH2:18][NH:17][CH2:16][C@@H:15]2[CH3:20])=[CH:10][CH:9]=1)([OH:7])[CH3:6].C(N(CC)CC)C.[O:30]1[CH:34]=[CH:33][C:32]([S:35](Cl)(=[O:37])=[O:36])=[CH:31]1, predict the reaction product. The product is: [F:22][C:4]([F:3])([F:21])[C:5]([C:8]1[CH:9]=[CH:10][C:11]([N:14]2[CH2:19][CH2:18][N:17]([S:35]([C:32]3[CH:33]=[CH:34][O:30][CH:31]=3)(=[O:37])=[O:36])[CH2:16][C@@H:15]2[CH3:20])=[CH:12][CH:13]=1)([OH:7])[CH3:6]. (5) Given the reactants [CH2:1]=[CH:2][C:3]1[CH:8]=[CH:7][CH:6]=[CH:5][CH:4]=1.[C:9]([OH:14])(=[O:13])[C:10]([CH3:12])=[CH2:11].N(C(C)(C)C(OC)=O)=NC(C)(C)C(OC)=O, predict the reaction product. The product is: [CH2:1]=[CH:2][C:3]1[CH:8]=[CH:7][CH:6]=[CH:5][CH:4]=1.[C:9]([OH:14])(=[O:13])[C:10]([CH3:12])=[CH2:11]. (6) Given the reactants ClC1C=CC=C(C(OO)=[O:9])C=1.[F:12][C:13]1[CH:29]=[CH:28][CH:27]=[C:26]([F:30])[C:14]=1[CH2:15][S:16]([C:18]1[CH2:22][C:21]([CH2:24][CH3:25])([CH3:23])[O:20][N:19]=1)=[O:17].O, predict the reaction product. The product is: [F:12][C:13]1[CH:29]=[CH:28][CH:27]=[C:26]([F:30])[C:14]=1[CH2:15][S:16]([C:18]1[CH2:22][C:21]([CH2:24][CH3:25])([CH3:23])[O:20][N:19]=1)(=[O:9])=[O:17].